This data is from Full USPTO retrosynthesis dataset with 1.9M reactions from patents (1976-2016). The task is: Predict the reactants needed to synthesize the given product. (1) Given the product [NH2:19][CH2:18][CH2:17][N:15]1[C:14](=[O:30])[N:11]2[N:12]=[CH:13][C:8]([C:5]3[CH:6]=[CH:7][C:2]([Cl:1])=[CH:3][CH:4]=3)=[C:9]([C:31]3[CH:32]=[CH:33][C:34]([Cl:37])=[CH:35][CH:36]=3)[C:10]2=[N:16]1, predict the reactants needed to synthesize it. The reactants are: [Cl:1][C:2]1[CH:7]=[CH:6][C:5]([C:8]2[CH:13]=[N:12][N:11]3[C:14](=[O:30])[N:15]([CH2:17][CH2:18][N:19]4C(=O)C5C(=CC=CC=5)C4=O)[N:16]=[C:10]3[C:9]=2[C:31]2[CH:36]=[CH:35][C:34]([Cl:37])=[CH:33][CH:32]=2)=[CH:4][CH:3]=1.O.NN. (2) Given the product [F:1][C:2]1[C:3]([O:15][C:16]2[CH:17]=[C:18]([CH:29]=[C:30]([O:32][C@@H:33]([CH3:37])[CH2:34][OH:35])[CH:31]=2)[C:19]([NH:21][C:22]2[CH:27]=[N:26][C:25]([CH3:28])=[CH:24][N:23]=2)=[O:20])=[CH:4][C:5]2[O:11][CH2:10][CH2:9][CH2:8][S:7](=[O:13])(=[O:12])[C:6]=2[CH:14]=1, predict the reactants needed to synthesize it. The reactants are: [F:1][C:2]1[C:3]([O:15][C:16]2[CH:17]=[C:18]([CH:29]=[C:30]([O:32][C@@H:33]([CH3:37])[CH2:34][O:35]C)[CH:31]=2)[C:19]([NH:21][C:22]2[CH:27]=[N:26][C:25]([CH3:28])=[CH:24][N:23]=2)=[O:20])=[CH:4][C:5]2[O:11][CH2:10][CH2:9][CH2:8][S:7](=[O:13])(=[O:12])[C:6]=2[CH:14]=1.C[Si](I)(C)C.S([O-])([O-])(=O)=S.[Na+].[Na+]. (3) Given the product [CH2:12]([O:11][C:3]1[CH:4]=[C:5]([N+:8]([O-:10])=[O:9])[CH:6]=[CH:7][C:2]=1[S:32][CH2:25][C:26]1[CH:31]=[CH:30][CH:29]=[CH:28][CH:27]=1)[C:13]1[CH:18]=[CH:17][CH:16]=[CH:15][CH:14]=1, predict the reactants needed to synthesize it. The reactants are: Br[C:2]1[CH:7]=[CH:6][C:5]([N+:8]([O-:10])=[O:9])=[CH:4][C:3]=1[O:11][CH2:12][C:13]1[CH:18]=[CH:17][CH:16]=[CH:15][CH:14]=1.C(=O)([O-])[O-].[K+].[K+].[CH2:25]([SH:32])[C:26]1[CH:31]=[CH:30][CH:29]=[CH:28][CH:27]=1.CN(C=O)C.